Dataset: Reaction yield outcomes from USPTO patents with 853,638 reactions. Task: Predict the reaction yield, written as a fraction of the theoretical maximum amount of product (1.0 means a 100% yield; for example, 0.34 means a 34% yield). (1) The reactants are [CH3:1][N:2]1[C:6]([C:7]([O:9]C)=[O:8])=[CH:5][C:4]([C:11]2[CH:16]=[CH:15][CH:14]=[CH:13][CH:12]=2)=[N:3]1.O.O.[OH-].[Li+]. The catalyst is CCO. The product is [CH3:1][N:2]1[C:6]([C:7]([OH:9])=[O:8])=[CH:5][C:4]([C:11]2[CH:16]=[CH:15][CH:14]=[CH:13][CH:12]=2)=[N:3]1. The yield is 0.950. (2) The reactants are Br[C:2]1[CH:3]=[CH:4][C:5]([F:26])=[C:6]([C:8]2([C:19]3[CH:24]=[CH:23][N:22]=[C:21]([CH3:25])[CH:20]=3)[C:16]3[C:11](=[C:12]([F:17])[CH:13]=[CH:14][CH:15]=3)[C:10]([NH2:18])=[N:9]2)[CH:7]=1.[F:27][C:28]1[CH:29]=[C:30](B(O)O)[CH:31]=[N:32][CH:33]=1. No catalyst specified. The product is [F:17][C:12]1[CH:13]=[CH:14][CH:15]=[C:16]2[C:11]=1[C:10]([NH2:18])=[N:9][C:8]2([C:6]1[CH:7]=[C:2]([C:30]2[CH:31]=[N:32][CH:33]=[C:28]([F:27])[CH:29]=2)[CH:3]=[CH:4][C:5]=1[F:26])[C:19]1[CH:24]=[CH:23][N:22]=[C:21]([CH3:25])[CH:20]=1. The yield is 0.410.